Dataset: Full USPTO retrosynthesis dataset with 1.9M reactions from patents (1976-2016). Task: Predict the reactants needed to synthesize the given product. (1) Given the product [C:32]([O:31][C:29]([N:25]1[CH2:24][CH2:23][C:22]2[C:27](=[CH:28][C:19]([O:18][CH2:17][CH:14]3[CH2:13][CH2:12][NH:11][CH2:16][CH2:15]3)=[CH:20][CH:21]=2)[CH2:26]1)=[O:30])([CH3:35])([CH3:33])[CH3:34], predict the reactants needed to synthesize it. The reactants are: C(OC([N:11]1[CH2:16][CH2:15][CH:14]([CH2:17][O:18][C:19]2[CH:28]=[C:27]3[C:22]([CH2:23][CH2:24][N:25]([C:29]([O:31][C:32]([CH3:35])([CH3:34])[CH3:33])=[O:30])[CH2:26]3)=[CH:21][CH:20]=2)[CH2:13][CH2:12]1)=O)C1C=CC=CC=1. (2) Given the product [ClH:1].[ClH:1].[CH2:37]([O:44][C:45]1[C:46]([Br:67])=[CH:47][C:48]([CH:19]([N:20]2[CH2:21][CH2:22][N:23]([CH3:26])[CH2:24][CH2:25]2)[CH2:18][C:27]2([OH:33])[CH2:32][CH2:31][CH2:30][CH2:29][CH2:28]2)=[CH:49][C:50]=1[Br:51])[C:38]1[CH:43]=[CH:42][CH:41]=[CH:40][CH:39]=1, predict the reactants needed to synthesize it. The reactants are: [ClH:1].Cl.C(OC1C(Br)=CC([CH:18]([C:27]2([OH:33])[CH2:32][CH2:31][CH2:30][CH2:29][CH2:28]2)[CH2:19][N:20]2[CH2:25][CH2:24][N:23]([CH3:26])[CH2:22][CH2:21]2)=CC=1Br)C1C=CC=CC=1.Cl.Cl.[CH2:37]([O:44][C:45]1[C:50]([Br:51])=[CH:49][C:48](C(C2(O)CCCCC2)CN2CCNCC2)=[CH:47][C:46]=1[Br:67])[C:38]1[CH:43]=[CH:42][CH:41]=[CH:40][CH:39]=1. (3) Given the product [Cl:20][C:5]1[C:6]([NH:8][C:9]2[CH:19]=[CH:18][CH:17]=[CH:16][C:10]=2[C:11]([NH:13][O:14][CH3:15])=[O:12])=[CH:7][C:2]([NH:27][C:26]2[N:25]([CH2:28][CH:29]([CH3:30])[CH3:31])[N:24]=[CH:23][C:22]=2[CH3:21])=[N:3][CH:4]=1, predict the reactants needed to synthesize it. The reactants are: Cl[C:2]1[CH:7]=[C:6]([NH:8][C:9]2[CH:19]=[CH:18][CH:17]=[CH:16][C:10]=2[C:11]([NH:13][O:14][CH3:15])=[O:12])[C:5]([Cl:20])=[CH:4][N:3]=1.[CH3:21][C:22]1[CH:23]=[N:24][N:25]([CH2:28][CH:29]([CH3:31])[CH3:30])[C:26]=1[NH2:27].C(=O)([O-])[O-].[Cs+].[Cs+].C1C=CC(P(C2C(C3C(P(C4C=CC=CC=4)C4C=CC=CC=4)=CC=C4C=3C=CC=C4)=C3C(C=CC=C3)=CC=2)C2C=CC=CC=2)=CC=1. (4) Given the product [CH3:17][C:9]1[CH:10]=[C:11]([CH2:15][CH2:2][CH2:3][CH3:4])[C:12]2[C:7](=[C:6]3[C:15](=[CH:14][CH:13]=2)[C:2]([CH2:24][CH2:23][CH2:22][CH3:21])=[CH:3][C:4]([CH3:18])=[N:5]3)[N:8]=1, predict the reactants needed to synthesize it. The reactants are: Cl[C:2]1[C:15]2[C:6](=[C:7]3[C:12](=[CH:13][CH:14]=2)[C:11](Cl)=[CH:10][C:9]([CH3:17])=[N:8]3)[N:5]=[C:4]([CH3:18])[CH:3]=1.C([Mg]Br)C[CH2:21][CH2:22][CH2:23][CH3:24]. (5) Given the product [S:38]1[CH:39]=[CH:40][CH:41]=[C:37]1[C:34]1[O:35][CH:36]=[C:32]([CH:31]=[C:28]2[CH2:27][CH2:26][NH:25][CH2:30][CH2:29]2)[N:33]=1, predict the reactants needed to synthesize it. The reactants are: S1C=CC=C1C1OC(C=C2CCNCC2)=NN=1.C(OC([N:25]1[CH2:30][CH2:29][C:28](=[CH:31][C:32]2[N:33]=[C:34]([C:37]3[S:38][CH:39]=[CH:40][CH:41]=3)[O:35][CH:36]=2)[CH2:27][CH2:26]1)=O)(C)(C)C.C(OC(N1CCC(=CC2OC(C3SC=CC=3)=NN=2)CC1)=O)(C)(C)C. (6) Given the product [CH3:2][O:3][C:4]1[CH:9]=[CH:8][CH:7]=[CH:6][C:5]=1[N:10]1[C:20]([CH3:21])=[CH:19][C:18]([C:17]([F:25])([F:24])[F:16])=[N:11]1, predict the reactants needed to synthesize it. The reactants are: Cl.[CH3:2][O:3][C:4]1[CH:9]=[CH:8][CH:7]=[CH:6][C:5]=1[NH:10][NH2:11].C(O)(=O)C.[F:16][C:17]([F:25])([F:24])[C:18](=O)[CH2:19][C:20](=O)[CH3:21]. (7) Given the product [Cl:12][C:11]1[CH:10]=[CH:9][S:8][C:7]=1[C:5](=[O:6])[C:4]([OH:13])=[O:3], predict the reactants needed to synthesize it. The reactants are: C([O:3][C:4](=[O:13])[C:5]([C:7]1[S:8][CH:9]=[CH:10][C:11]=1[Cl:12])=[O:6])C.[OH-].[Na+].Cl. (8) Given the product [F:18][C:12]1[CH:13]=[CH:14][CH:15]=[C:16]([F:17])[C:11]=1[C:8]1[CH:9]=[CH:10][C:5]2[N:6]([C:24]([NH:23][C:26]3[CH:27]=[N:28][S:29][C:30]=3[N:31]3[CH2:36][CH2:35][CH2:34][C@H:33]([NH:37][C:38](=[O:44])[O:39][C:40]([CH3:42])([CH3:41])[CH3:43])[CH2:32]3)=[N:1][CH:4]=2)[N:7]=1, predict the reactants needed to synthesize it. The reactants are: [N:1]([CH2:4][C:5]1[N:6]=[N:7][C:8]([C:11]2[C:16]([F:17])=[CH:15][CH:14]=[CH:13][C:12]=2[F:18])=[CH:9][CH:10]=1)=[N+]=[N-].P(C)(C)C.[N:23]([C:26]1[CH:27]=[N:28][S:29][C:30]=1[N:31]1[CH2:36][CH2:35][CH2:34][C@H:33]([NH:37][C:38](=[O:44])[O:39][C:40]([CH3:43])([CH3:42])[CH3:41])[CH2:32]1)=[C:24]=S.N#N. (9) Given the product [CH2:1]([C@H:8]1[CH2:12][O:11][C:10](=[O:13])[N:9]1[C:25](=[O:26])[CH2:24][C:20]1[S:19][CH:23]=[CH:22][CH:21]=1)[C:2]1[CH:3]=[CH:4][CH:5]=[CH:6][CH:7]=1, predict the reactants needed to synthesize it. The reactants are: [CH2:1]([C@H:8]1[CH2:12][O:11][C:10](=[O:13])[NH:9]1)[C:2]1[CH:7]=[CH:6][CH:5]=[CH:4][CH:3]=1.C([Li])CCC.[S:19]1[CH:23]=[CH:22][CH:21]=[C:20]1[CH2:24][C:25](Cl)=[O:26].